Dataset: Catalyst prediction with 721,799 reactions and 888 catalyst types from USPTO. Task: Predict which catalyst facilitates the given reaction. Reactant: C([O:4][CH2:5][CH:6]([CH2:20][O:21]C(=O)C)[CH2:7][CH2:8][N:9]1[CH:17]=[N:16][C:15]2[C:10]1=[N:11][C:12]([NH2:19])=[N:13][C:14]=2Cl)(=O)C.[OH2:25].[OH-].[Na+]. Product: [OH:4][CH2:5][CH:6]([CH2:20][OH:21])[CH2:7][CH2:8][N:9]1[CH:17]=[N:16][C:15]2[C:14](=[O:25])[NH:13][C:12]([NH2:19])=[N:11][C:10]1=2.[CH:17]1[N:9]([CH2:8][CH2:7][CH:6]([CH2:20][OH:21])[CH2:5][OH:4])[C:10]2[N:11]=[C:12]([NH2:19])[N:13]=[C:14]([OH:25])[C:15]=2[N:16]=1. The catalyst class is: 106.